This data is from Reaction yield outcomes from USPTO patents with 853,638 reactions. The task is: Predict the reaction yield, written as a fraction of the theoretical maximum amount of product (1.0 means a 100% yield; for example, 0.34 means a 34% yield). The reactants are [CH2:1]1[O:10][C:9]2[CH:8]=[CH:7][C:5]([NH2:6])=[CH:4][C:3]=2[O:2]1.[CH3:11][C:12](OC(C)=O)=[O:13].C([O-])(O)=O.[Na+]. The catalyst is CC(O)=O. The product is [O:10]1[C:9]2[CH:8]=[CH:7][C:5]([NH:6][C:12](=[O:13])[CH3:11])=[CH:4][C:3]=2[O:2][CH2:1]1. The yield is 0.950.